From a dataset of Full USPTO retrosynthesis dataset with 1.9M reactions from patents (1976-2016). Predict the reactants needed to synthesize the given product. (1) Given the product [F:8][C:6]1[CH:5]=[C:4]([CH2:9][C@@H:10]([C:28]2[C:33]([C:34]3[CH:35]=[CH:36][C:37]([F:43])=[C:38]([CH:42]=3)[C:39]([NH2:41])=[O:40])=[CH:32][CH:31]=[CH:30][N:29]=2)[NH:11][C:12](=[O:27])[CH2:13][N:14]2[C:22]3[CH2:21][CH2:20][N:19]([CH3:44])[CH2:18][C:17]=3[C:16]([C:23]([F:24])([F:26])[F:25])=[N:15]2)[CH:3]=[C:2]([F:1])[CH:7]=1, predict the reactants needed to synthesize it. The reactants are: [F:1][C:2]1[CH:3]=[C:4]([CH2:9][C@@H:10]([C:28]2[C:33]([C:34]3[CH:35]=[CH:36][C:37]([F:43])=[C:38]([CH:42]=3)[C:39]([NH2:41])=[O:40])=[CH:32][CH:31]=[CH:30][N:29]=2)[NH:11][C:12](=[O:27])[CH2:13][N:14]2[C:22]3[CH2:21][CH2:20][NH:19][CH2:18][C:17]=3[C:16]([C:23]([F:26])([F:25])[F:24])=[N:15]2)[CH:5]=[C:6]([F:8])[CH:7]=1.[CH:44](O)=O.C(O)(=O)C.[BH-](OC(C)=O)(OC(C)=O)OC(C)=O.[Na+]. (2) The reactants are: [O:1]=[C:2]1[NH:7][C:6]2[CH:8]=[C:9]([C:12]#[N:13])[CH:10]=[CH:11][C:5]=2[O:4][CH2:3]1.[H-].[Na+].CS(O[CH2:21][CH2:22][N:23]1[CH2:28][CH:27]2[CH:25]([CH:26]2[NH:29][C:30]([O:32][C:33]([CH3:36])([CH3:35])[CH3:34])=[O:31])[CH2:24]1)(=O)=O.COC1C=C2C(C=CC(=O)N2CCN2CCC(NC(=O)OC(C)(C)C)CC2)=CC=1. Given the product [C:12]([C:9]1[CH:10]=[CH:11][C:5]2[O:4][CH2:3][C:2](=[O:1])[N:7]([CH2:21][CH2:22][N:23]3[CH2:24][CH:25]4[CH:27]([CH:26]4[NH:29][C:30](=[O:31])[O:32][C:33]([CH3:36])([CH3:35])[CH3:34])[CH2:28]3)[C:6]=2[CH:8]=1)#[N:13], predict the reactants needed to synthesize it.